Dataset: Forward reaction prediction with 1.9M reactions from USPTO patents (1976-2016). Task: Predict the product of the given reaction. (1) Given the reactants [Cl:1][C:2]1[CH:18]=[CH:17][CH:16]=[C:15]([Cl:19])[C:3]=1[C:4]([NH:6][C:7]1[C:8]([C:12]([OH:14])=O)=[N:9][NH:10][CH:11]=1)=[O:5].[NH2:20][CH:21]1[CH2:26][CH2:25][N:24]([C:27]([O:29][C:30]([CH3:33])([CH3:32])[CH3:31])=[O:28])[CH2:23][CH2:22]1.C(Cl)CCl.C1C=CC2N(O)N=NC=2C=1, predict the reaction product. The product is: [C:30]([O:29][C:27]([N:24]1[CH2:25][CH2:26][CH:21]([NH:20][C:12]([C:8]2[C:7]([NH:6][C:4](=[O:5])[C:3]3[C:15]([Cl:19])=[CH:16][CH:17]=[CH:18][C:2]=3[Cl:1])=[CH:11][NH:10][N:9]=2)=[O:14])[CH2:22][CH2:23]1)=[O:28])([CH3:33])([CH3:31])[CH3:32]. (2) Given the reactants [NH2:1][CH2:2][C:3]1[C:12](=[O:13])[C:11]2[C:6](=[CH:7][C:8]([Cl:14])=[CH:9][CH:10]=2)[N:5]([C:15]2[CH:20]=[CH:19][CH:18]=[CH:17][CH:16]=2)[C:4]=1[C:21]1[O:22][CH:23]=[CH:24][N:25]=1.[O:26]1[CH2:31][CH2:30][N:29]([C:32]2[CH:40]=[CH:39][C:35]([C:36](O)=[O:37])=[CH:34][N:33]=2)[CH2:28][CH2:27]1, predict the reaction product. The product is: [Cl:14][C:8]1[CH:7]=[C:6]2[C:11]([C:12](=[O:13])[C:3]([CH2:2][NH:1][C:36](=[O:37])[C:35]3[CH:39]=[CH:40][C:32]([N:29]4[CH2:28][CH2:27][O:26][CH2:31][CH2:30]4)=[N:33][CH:34]=3)=[C:4]([C:21]3[O:22][CH:23]=[CH:24][N:25]=3)[N:5]2[C:15]2[CH:20]=[CH:19][CH:18]=[CH:17][CH:16]=2)=[CH:10][CH:9]=1.